This data is from NCI-60 drug combinations with 297,098 pairs across 59 cell lines. The task is: Regression. Given two drug SMILES strings and cell line genomic features, predict the synergy score measuring deviation from expected non-interaction effect. (1) Drug 1: COC1=C(C=C2C(=C1)N=CN=C2NC3=CC(=C(C=C3)F)Cl)OCCCN4CCOCC4. Drug 2: CC12CCC3C(C1CCC2OP(=O)(O)O)CCC4=C3C=CC(=C4)OC(=O)N(CCCl)CCCl.[Na+]. Cell line: NCIH23. Synergy scores: CSS=5.18, Synergy_ZIP=-5.51, Synergy_Bliss=-4.87, Synergy_Loewe=-28.1, Synergy_HSA=-3.39. (2) Drug 1: CS(=O)(=O)OCCCCOS(=O)(=O)C. Drug 2: COCCOC1=C(C=C2C(=C1)C(=NC=N2)NC3=CC=CC(=C3)C#C)OCCOC.Cl. Cell line: UACC-257. Synergy scores: CSS=-0.248, Synergy_ZIP=0.365, Synergy_Bliss=-0.0935, Synergy_Loewe=-1.53, Synergy_HSA=-2.19. (3) Drug 1: CC1=C(C=C(C=C1)NC(=O)C2=CC=C(C=C2)CN3CCN(CC3)C)NC4=NC=CC(=N4)C5=CN=CC=C5. Drug 2: C(=O)(N)NO. Cell line: A498. Synergy scores: CSS=-1.78, Synergy_ZIP=1.09, Synergy_Bliss=-0.453, Synergy_Loewe=-3.08, Synergy_HSA=-3.34. (4) Drug 1: C1CNP(=O)(OC1)N(CCCl)CCCl. Drug 2: CCC1(C2=C(COC1=O)C(=O)N3CC4=CC5=C(C=CC(=C5CN(C)C)O)N=C4C3=C2)O.Cl. Cell line: OVCAR-4. Synergy scores: CSS=8.90, Synergy_ZIP=-2.17, Synergy_Bliss=-1.40, Synergy_Loewe=-6.83, Synergy_HSA=-1.20. (5) Drug 1: C1CC(=O)NC(=O)C1N2CC3=C(C2=O)C=CC=C3N. Drug 2: CC1=C(C=C(C=C1)NC(=O)C2=CC=C(C=C2)CN3CCN(CC3)C)NC4=NC=CC(=N4)C5=CN=CC=C5. Cell line: HOP-92. Synergy scores: CSS=5.80, Synergy_ZIP=-1.35, Synergy_Bliss=0.925, Synergy_Loewe=2.39, Synergy_HSA=2.40. (6) Drug 1: CC12CCC3C(C1CCC2O)C(CC4=C3C=CC(=C4)O)CCCCCCCCCS(=O)CCCC(C(F)(F)F)(F)F. Drug 2: CC12CCC3C(C1CCC2OP(=O)(O)O)CCC4=C3C=CC(=C4)OC(=O)N(CCCl)CCCl.[Na+]. Cell line: UO-31. Synergy scores: CSS=21.7, Synergy_ZIP=13.2, Synergy_Bliss=15.7, Synergy_Loewe=6.67, Synergy_HSA=3.03. (7) Drug 1: COC1=NC(=NC2=C1N=CN2C3C(C(C(O3)CO)O)O)N. Drug 2: C#CCC(CC1=CN=C2C(=N1)C(=NC(=N2)N)N)C3=CC=C(C=C3)C(=O)NC(CCC(=O)O)C(=O)O. Cell line: SW-620. Synergy scores: CSS=47.8, Synergy_ZIP=-7.71, Synergy_Bliss=-12.9, Synergy_Loewe=-6.94, Synergy_HSA=-5.94. (8) Drug 1: CCN(CC)CCCC(C)NC1=C2C=C(C=CC2=NC3=C1C=CC(=C3)Cl)OC. Drug 2: CC1=C(C(=O)C2=C(C1=O)N3CC4C(C3(C2COC(=O)N)OC)N4)N. Cell line: U251. Synergy scores: CSS=51.2, Synergy_ZIP=-0.823, Synergy_Bliss=-4.48, Synergy_Loewe=-9.88, Synergy_HSA=-3.89.